This data is from Reaction yield outcomes from USPTO patents with 853,638 reactions. The task is: Predict the reaction yield, written as a fraction of the theoretical maximum amount of product (1.0 means a 100% yield; for example, 0.34 means a 34% yield). (1) The reactants are [Br:1][C:2]1[C:3]([F:12])=[C:4]2[C:10]([NH2:11])=[CH:9][NH:8][C:5]2=[N:6][CH:7]=1.[O:13]1[CH2:17][CH2:16][CH2:15][C@H:14]1[C:18](O)=[O:19].C(N(CC)CC)C.C1N(P(Cl)(N2C(=O)OCC2)=O)C(=O)OC1.[Li+].[OH-]. The catalyst is C(Cl)Cl.O. The product is [Br:1][C:2]1[C:3]([F:12])=[C:4]2[C:10]([NH:11][C:18]([C@@H:14]3[CH2:15][CH2:16][CH2:17][O:13]3)=[O:19])=[CH:9][NH:8][C:5]2=[N:6][CH:7]=1. The yield is 0.708. (2) The reactants are [H-].[Na+].[CH3:3][C:4]1[CH:9]=[C:8]([CH3:10])[CH:7]=[C:6]([CH3:11])[C:5]=1[OH:12].[Cl:13][C:14]1[N:15]=[C:16](Cl)[C:17]2[S:22][CH:21]=[C:20]([CH3:23])[C:18]=2[N:19]=1. The catalyst is C1COCC1.O. The product is [Cl:13][C:14]1[N:15]=[C:16]([O:12][C:5]2[C:6]([CH3:11])=[CH:7][C:8]([CH3:10])=[CH:9][C:4]=2[CH3:3])[C:17]2[S:22][CH:21]=[C:20]([CH3:23])[C:18]=2[N:19]=1. The yield is 0.900. (3) The reactants are Cl[C:2]1[C:3]2[N:10]=[C:9]([CH2:11][C:12]3[C:17]([Cl:18])=[CH:16][CH:15]=[CH:14][C:13]=3[Cl:19])[S:8][C:4]=2[N:5]=[CH:6][N:7]=1.[F:20][C:21]([F:29])([F:28])[C:22]1[S:26][C:25]([NH2:27])=[N:24][N:23]=1.[H-].[Na+].O. The catalyst is CN(C=O)C. The product is [Cl:19][C:13]1[CH:14]=[CH:15][CH:16]=[C:17]([Cl:18])[C:12]=1[CH2:11][C:9]1[S:8][C:4]2[N:5]=[CH:6][N:7]=[C:2]([NH:27][C:25]3[S:26][C:22]([C:21]([F:29])([F:28])[F:20])=[N:23][N:24]=3)[C:3]=2[N:10]=1. The yield is 0.410. (4) The reactants are [C:1]1([C@H:7]([NH:9][C:10]2[C:15]([NH2:16])=[CH:14][CH:13]=[C:12]([C:17]3[CH:26]=[CH:25][CH:24]=[C:23]4[C:18]=3[CH:19]=[CH:20][CH:21]=[N:22]4)[N:11]=2)[CH3:8])[CH:6]=[CH:5][CH:4]=[CH:3][CH:2]=1.[N+](C1C(N[C@@H](C2C=CC=CC=2)C)=NC(C2C=CC=C3C=2C=CC=N3)=CC=1)([O-])=O.[CH2:55]([OH:57])C. The catalyst is [Pd]. The product is [C:1]1([C@H:7]([N:9]2[C:10]3=[N:11][C:12]([C:17]4[CH:26]=[CH:25][CH:24]=[C:23]5[C:18]=4[CH:19]=[CH:20][CH:21]=[N:22]5)=[CH:13][CH:14]=[C:15]3[NH:16][C:55]2=[O:57])[CH3:8])[CH:2]=[CH:3][CH:4]=[CH:5][CH:6]=1. The yield is 0.760. (5) The reactants are I[C:2]1[CH:7]=[CH:6][N:5]=[CH:4][CH:3]=1.C([Mg]Br)C.[O:12]=[C:13]([CH3:19])[C:14]([O:16][CH2:17][CH3:18])=[O:15].CO.C(Cl)Cl. The catalyst is C1COCC1. The product is [OH:12][C:13]([C:2]1[CH:7]=[CH:6][N:5]=[CH:4][CH:3]=1)([CH3:19])[C:14]([O:16][CH2:17][CH3:18])=[O:15]. The yield is 0.250. (6) The reactants are Cl[C:2]1[N:7]=[CH:6][NH:5][C:4]2=[N:8][CH:9]=[CH:10][C:3]=12.CCN(C(C)C)C(C)C.[NH2:20][C@@H:21]1[C:29]2[C:24](=[CH:25][CH:26]=[CH:27][CH:28]=2)[CH2:23][CH2:22]1. The catalyst is C(O)CCC. The product is [C@@H:21]1([NH:20][C:2]2[C:3]3[CH:10]=[CH:9][NH:8][C:4]=3[N:5]=[CH:6][N:7]=2)[C:29]2[C:24](=[CH:25][CH:26]=[CH:27][CH:28]=2)[CH2:23][CH2:22]1. The yield is 0.800. (7) The reactants are [CH:1]([NH:4][C:5]1[N:10]=[C:9]([C:11](=O)[C:12]([C:14]2[CH:19]=[CH:18][C:17]([F:20])=[CH:16][CH:15]=2)=O)[CH:8]=[CH:7][N:6]=1)([CH3:3])[CH3:2].[CH2:22]1[N:27]2CN3CN(C2)C[N:23]1C3.[O-]S([O-])(=O)=O.[Na+].[Na+].[CH3:39]C(O)=O. No catalyst specified. The product is [C:1]([NH:4][C:5]1[N:10]=[C:9]([C:11]2[N:23]=[CH:22][NH:27][C:12]=2[C:14]2[CH:19]=[CH:18][C:17]([F:20])=[CH:16][CH:15]=2)[CH:8]=[CH:7][N:6]=1)([CH3:39])([CH3:3])[CH3:2]. The yield is 0.520.